This data is from Catalyst prediction with 721,799 reactions and 888 catalyst types from USPTO. The task is: Predict which catalyst facilitates the given reaction. (1) Reactant: [O:1]1[CH2:3][CH:2]1[CH2:4][N:5]1[CH2:14][CH2:13][C:12]2[C:7](=[CH:8][CH:9]=[CH:10][CH:11]=2)[CH2:6]1.[NH4+:15]. Product: [NH2:15][CH2:3][CH:2]([OH:1])[CH2:4][N:5]1[CH2:14][CH2:13][C:12]2[C:7](=[CH:8][CH:9]=[CH:10][CH:11]=2)[CH2:6]1. The catalyst class is: 8. (2) Reactant: Br[C:2]1[CH:7]=[CH:6][C:5]([O:8][CH2:9][C:10]2[C:15]([F:16])=[CH:14][CH:13]=[CH:12][N:11]=2)=[CH:4][C:3]=1[N:17]1[CH2:26][C:25]2[C:20](=[CH:21][CH:22]=[CH:23][C:24]=2[Cl:27])[NH:19][C:18]1=[O:28].[CH3:29][N:30](C=O)C. Product: [Cl:27][C:24]1[CH:23]=[CH:22][CH:21]=[C:20]2[C:25]=1[CH2:26][N:17]([C:3]1[CH:4]=[C:5]([O:8][CH2:9][C:10]3[C:15]([F:16])=[CH:14][CH:13]=[CH:12][N:11]=3)[CH:6]=[CH:7][C:2]=1[C:29]#[N:30])[C:18](=[O:28])[NH:19]2. The catalyst class is: 267.